Dataset: Forward reaction prediction with 1.9M reactions from USPTO patents (1976-2016). Task: Predict the product of the given reaction. (1) Given the reactants [NH:1]1[CH2:6][CH2:5][C:4]2([O:11][C:10]3[C:12]4[C:17]([C:18](=[O:21])[C:19](=[O:20])[C:9]=3[S:8][CH2:7]2)=[CH:16][CH:15]=[CH:14][CH:13]=4)[CH2:3][CH2:2]1.Br[CH2:23][CH2:24][CH2:25][O:26][C:27]1[CH:32]=[CH:31][CH:30]=[CH:29][CH:28]=1, predict the reaction product. The product is: [O:26]([CH2:25][CH2:24][CH2:23][N:1]1[CH2:2][CH2:3][C:4]2([O:11][C:10]3[C:12]4[C:17]([C:18](=[O:21])[C:19](=[O:20])[C:9]=3[S:8][CH2:7]2)=[CH:16][CH:15]=[CH:14][CH:13]=4)[CH2:5][CH2:6]1)[C:27]1[CH:32]=[CH:31][CH:30]=[CH:29][CH:28]=1. (2) Given the reactants [O:1]=[C:2]1[CH2:7][C:6](=[O:8])[CH2:5][S:4][CH2:3]1.[F:9][C:10]([F:22])([F:21])[C:11]1[CH:12]=[C:13]([N:18]=[C:19]=[O:20])[CH:14]=[CH:15][C:16]=1[Cl:17].OP(O)(O)=O, predict the reaction product. The product is: [Cl:17][C:16]1[CH:15]=[CH:14][C:13]([NH:18][C:19]([CH:7]2[C:6](=[O:8])[CH2:5][S:4][CH2:3][C:2]2=[O:1])=[O:20])=[CH:12][C:11]=1[C:10]([F:9])([F:21])[F:22]. (3) Given the reactants Cl[C:2]1[CH:3]=[C:4]([NH:11][C:12]2[CH:17]=[CH:16][CH:15]=[C:14]([N:18]3[CH2:22][CH2:21][CH2:20][CH:19]3[CH3:23])[N:13]=2)[C:5]2[N:6]([CH:8]=[CH:9][N:10]=2)[N:7]=1.[C:24]1([CH3:33])[CH:29]=[CH:28][CH:27]=[CH:26][C:25]=1B(O)O.CC(C1C=C(C(C)C)C(C2C=CC=CC=2P(C2CCCCC2)C2CCCCC2)=C(C(C)C)C=1)C.C([O-])([O-])=O.[Na+].[Na+], predict the reaction product. The product is: [CH3:23][CH:19]1[CH2:20][CH2:21][CH2:22][N:18]1[C:14]1[N:13]=[C:12]([NH:11][C:4]2[C:5]3[N:6]([CH:8]=[CH:9][N:10]=3)[N:7]=[C:2]([C:25]3[CH:26]=[CH:27][CH:28]=[CH:29][C:24]=3[CH3:33])[CH:3]=2)[CH:17]=[CH:16][CH:15]=1. (4) The product is: [Br:14][C:15]1[CH:22]=[CH:21][C:18]([CH:19]=[C:5]2[C:4]([CH3:9])([CH3:8])[O:3][C:2]([CH3:10])([CH3:1])[C:6]2=[O:7])=[C:17]([CH3:23])[CH:16]=1. Given the reactants [CH3:1][C:2]1([CH3:10])[C:6](=[O:7])[CH2:5][C:4]([CH3:9])([CH3:8])[O:3]1.C[O-].[Na+].[Br:14][C:15]1[CH:22]=[CH:21][C:18]([CH:19]=O)=[C:17]([CH3:23])[CH:16]=1, predict the reaction product.